From a dataset of Catalyst prediction with 721,799 reactions and 888 catalyst types from USPTO. Predict which catalyst facilitates the given reaction. (1) Reactant: [Cl:1][C:2]1[CH:3]=[CH:4][C:5]([O:10][CH:11]2[CH2:16][CH2:15][S:14][CH2:13][CH2:12]2)=[C:6]([CH:9]=1)[CH:7]=O.[Li+].C[Si]([N-:22][Si](C)(C)C)(C)C.[C:27](Cl)(=[O:29])[CH3:28].[CH3:31][SiH:32]([CH3:34])[CH3:33]. Product: [Cl:1][C:2]1[CH:3]=[CH:4][C:5]([O:10][CH:11]2[CH2:16][CH2:15][S:14][CH2:13][CH2:12]2)=[C:6]([CH:7]=[N:22][C:27]([O:29][Si:32]([CH3:34])([CH3:33])[CH3:31])=[CH2:28])[CH:9]=1. The catalyst class is: 66. (2) Reactant: [Cl:1][C:2]1[CH:3]=[CH:4][C:5]([N+:21]([O-])=O)=[C:6]([N:8]=[N:9][C:10]2[CH:15]=[C:14]([O:16][CH3:17])[CH:13]=[C:12]([CH2:18][OH:19])[C:11]=2[OH:20])[CH:7]=1.[OH-].[Na+].C(S(O)=O)(N)=N.Cl. Product: [Cl:1][C:2]1[CH:3]=[CH:4][C:5]2=[N:21][N:9]([C:10]3[CH:15]=[C:14]([O:16][CH3:17])[CH:13]=[C:12]([CH2:18][OH:19])[C:11]=3[OH:20])[N:8]=[C:6]2[CH:7]=1. The catalyst class is: 97. (3) Reactant: [CH3:1][O:2][C:3]1[C:4]([NH:11][C:12]([NH:14]C(=O)OCC)=S)=[N:5][C:6]([O:9][CH3:10])=[CH:7][CH:8]=1.Cl.NO.C([N:26](C(C)C)CC)(C)C. Product: [NH2:26][C:12]1[N:11]=[C:4]2[C:3]([O:2][CH3:1])=[CH:8][CH:7]=[C:6]([O:9][CH3:10])[N:5]2[N:14]=1. The catalyst class is: 8. (4) Reactant: [CH:1](O)([C:8]1[CH:13]=[CH:12][CH:11]=[CH:10][CH:9]=1)[C:2]1[CH:7]=[CH:6][CH:5]=[CH:4][CH:3]=1.[ClH:15]. Product: [CH:1]([Cl:15])([C:8]1[CH:13]=[CH:12][CH:11]=[CH:10][CH:9]=1)[C:2]1[CH:7]=[CH:6][CH:5]=[CH:4][CH:3]=1. The catalyst class is: 4. (5) Reactant: C(O[C:6]([N:8]1[CH2:13][CH:12]=[C:11]([C:14]2[CH:19]=[C:18]([Cl:20])[CH:17]=[CH:16][C:15]=2C)[CH2:10][CH2:9]1)=O)(C)(C)C.BrC[C:24]1[N:28]([CH3:29])[N:27]([C:30]2[CH:35]=[CH:34][CH:33]=[CH:32][CH:31]=2)[C:26](=[O:36])[C:25]=1[Cl:37].[C:38](=O)([O-])[O-:39].[K+].[K+]. Product: [Cl:37][C:25]1[C:26](=[O:36])[N:27]([C:30]2[CH:35]=[CH:34][CH:33]=[CH:32][CH:31]=2)[N:28]([CH3:29])[C:24]=1[CH2:6][N:8]1[CH2:13][CH:12]=[C:11]([C:14]2[CH:19]=[C:18]([Cl:20])[CH:17]=[CH:16][C:15]=2[O:39][CH3:38])[CH2:10][CH2:9]1. The catalyst class is: 10. (6) Reactant: Cl[C:2]1[N:11]=[C:10]([NH:12][CH2:13][C:14]2([N:18]([CH2:26][C:27]3[CH:32]=[CH:31][CH:30]=[CH:29][CH:28]=3)[CH2:19][C:20]3[CH:25]=[CH:24][CH:23]=[CH:22][CH:21]=3)[CH2:17][O:16][CH2:15]2)[C:9]2[C:4](=[CH:5][CH:6]=[C:7]([CH3:33])[CH:8]=2)[N:3]=1.[F:34][C:35]1([F:46])[C:41]2[CH:42]=[CH:43][CH:44]=[CH:45][C:40]=2[CH2:39][NH:38][CH2:37][CH2:36]1.C(N(CC)CC)C.O. Product: [CH2:19]([N:18]([CH2:26][C:27]1[CH:32]=[CH:31][CH:30]=[CH:29][CH:28]=1)[C:14]1([CH2:13][NH:12][C:10]2[C:9]3[C:4](=[CH:5][CH:6]=[C:7]([CH3:33])[CH:8]=3)[N:3]=[C:2]([N:38]3[CH2:37][CH2:36][C:35]([F:34])([F:46])[C:41]4[CH:42]=[CH:43][CH:44]=[CH:45][C:40]=4[CH2:39]3)[N:11]=2)[CH2:17][O:16][CH2:15]1)[C:20]1[CH:25]=[CH:24][CH:23]=[CH:22][CH:21]=1. The catalyst class is: 9. (7) Reactant: [Cl:1][C:2]1[CH:7]=[CH:6][C:5]([OH:8])=[C:4]([F:9])[C:3]=1[NH:10][CH2:11][C:12]1[CH:17]=[C:16]([C:18]2[CH:23]=[CH:22][CH:21]=[C:20]([F:24])[CH:19]=2)[CH:15]=[CH:14][C:13]=1[F:25].C([O-])([O-])=O.[Cs+].[Cs+].Br[CH2:33][C:34]([O:36][CH2:37][CH3:38])=[O:35].O. Product: [Cl:1][C:2]1[CH:7]=[CH:6][C:5]([O:8][CH2:33][C:34]([O:36][CH2:37][CH3:38])=[O:35])=[C:4]([F:9])[C:3]=1[NH:10][CH2:11][C:12]1[CH:17]=[C:16]([C:18]2[CH:23]=[CH:22][CH:21]=[C:20]([F:24])[CH:19]=2)[CH:15]=[CH:14][C:13]=1[F:25]. The catalyst class is: 131.